Dataset: Forward reaction prediction with 1.9M reactions from USPTO patents (1976-2016). Task: Predict the product of the given reaction. (1) Given the reactants [CH2:1]([N:3]([C:13]1[CH:18]=[C:17]([O:19]C)[CH:16]=[CH:15][C:14]=1[CH:21]1[CH2:30][CH2:29][C:28]2[C:23](=[CH:24][CH:25]=[C:26]([O:31]C)[CH:27]=2)[CH2:22]1)[C:4](=O)[CH2:5][N:6]1[CH2:11][CH2:10][CH2:9][CH2:8][CH2:7]1)[CH3:2].C(N(C1C=C(OC)C=CC=1C1CCC2C(=CC=C(OC)C=2)C1)CCN1CCCCC1)C, predict the reaction product. The product is: [CH2:1]([N:3]([CH2:4][CH2:5][N:6]1[CH2:11][CH2:10][CH2:9][CH2:8][CH2:7]1)[C:13]1[CH:18]=[C:17]([OH:19])[CH:16]=[CH:15][C:14]=1[CH:21]1[CH2:30][CH2:29][C:28]2[CH:27]=[C:26]([OH:31])[CH:25]=[CH:24][C:23]=2[CH2:22]1)[CH3:2]. (2) Given the reactants Cl[C:2]1[N:7]=[C:6]([NH:8][C:9]2[N:14]=[CH:13][C:12]3[N:15]=[C:16]([CH3:21])[N:17]([CH:18]([CH3:20])[CH3:19])[C:11]=3[CH:10]=2)[CH:5]=[CH:4][N:3]=1.[NH:22]1[CH2:27][CH2:26][CH2:25][CH:24]([C:28]#[N:29])[CH2:23]1.C(N(CC)CC)C, predict the reaction product. The product is: [CH:18]([N:17]1[C:11]2[CH:10]=[C:9]([NH:8][C:6]3[CH:5]=[CH:4][N:3]=[C:2]([N:22]4[CH2:27][CH2:26][CH2:25][CH:24]([C:28]#[N:29])[CH2:23]4)[N:7]=3)[N:14]=[CH:13][C:12]=2[N:15]=[C:16]1[CH3:21])([CH3:20])[CH3:19].